This data is from Forward reaction prediction with 1.9M reactions from USPTO patents (1976-2016). The task is: Predict the product of the given reaction. Given the reactants Cl[C:2]1[C:3]2[S:10][C:9]([C:11]([NH2:13])=[O:12])=[CH:8][C:4]=2[N:5]=[CH:6][N:7]=1.[N:14]1([CH2:20][CH2:21][OH:22])[CH2:19][CH2:18][NH:17][CH2:16][CH2:15]1.CCN(C(C)C)C(C)C, predict the reaction product. The product is: [OH:22][CH2:21][CH2:20][N:14]1[CH2:19][CH2:18][N:17]([C:2]2[C:3]3[S:10][C:9]([C:11]([NH2:13])=[O:12])=[CH:8][C:4]=3[N:5]=[CH:6][N:7]=2)[CH2:16][CH2:15]1.